This data is from Reaction yield outcomes from USPTO patents with 853,638 reactions. The task is: Predict the reaction yield, written as a fraction of the theoretical maximum amount of product (1.0 means a 100% yield; for example, 0.34 means a 34% yield). (1) The reactants are [Br:1][C:2]1[N:3]=[C:4]([NH:15][CH2:16][CH:17]2[CH2:22][CH2:21][O:20][CH2:19][CH2:18]2)[C:5]([NH:8][CH2:9][C:10](OCC)=[O:11])=[N:6][CH:7]=1. The catalyst is C(O)(=O)C. The product is [Br:1][C:2]1[N:3]=[C:4]2[N:15]([CH2:16][CH:17]3[CH2:22][CH2:21][O:20][CH2:19][CH2:18]3)[C:10](=[O:11])[CH2:9][NH:8][C:5]2=[N:6][CH:7]=1. The yield is 0.680. (2) The reactants are [CH3:1][O:2][C:3](=[O:25])[CH2:4][CH2:5][C:6]([C:8](=[O:24])[N:9]([CH2:21][CH:22]=C)[CH2:10][C:11]1[CH:16]=[CH:15][C:14]([O:17][CH3:18])=[CH:13][C:12]=1[O:19][CH3:20])=C. The catalyst is C(Cl)Cl.[Ru]. The product is [CH3:1][O:2][C:3](=[O:25])[CH2:4][CH2:5][C:6]1[C:8](=[O:24])[N:9]([CH2:10][C:11]2[CH:16]=[CH:15][C:14]([O:17][CH3:18])=[CH:13][C:12]=2[O:19][CH3:20])[CH2:21][CH:22]=1. The yield is 0.900. (3) The reactants are C[Si]([N-][Si](C)(C)C)(C)C.[Na+].N1C=CNC1=[O:16].COC1C=C(CC[N:29]2[CH2:33][CH2:32][N:31]([CH2:34][CH2:35][C:36]3[CH:41]=[CH:40][C:39]([O:42][CH3:43])=[C:38]([O:44][CH3:45])[CH:37]=3)[C:30]2=[O:46])C=CC=1OC.[CH2:47]([C:51](C)=O)[CH:48](C)[CH3:49].O. The catalyst is CN(C=O)C. The product is [CH:45]1([O:44][C:38]2[CH:37]=[C:36]([C:35](=[O:16])[CH2:34][N:31]3[CH:32]=[CH:33][NH:29][C:30]3=[O:46])[CH:41]=[CH:40][C:39]=2[O:42][CH3:43])[CH2:49][CH2:48][CH2:47][CH2:51]1. The yield is 0.126. (4) The product is [Cl:22][C:23]1[N:28]=[CH:27][N:26]=[C:25]2[N:29]([CH:6]3[CH2:5][CH2:4][CH2:3][CH2:2][O:1]3)[N:30]=[CH:31][C:24]=12. The yield is 0.800. The reactants are [O:1]1[CH:6]=[CH:5][CH2:4][CH2:3][CH2:2]1.C12(CS(O)(=O)=O)C(C)(C)C(CC1)CC2=O.[Cl:22][C:23]1[N:28]=[CH:27][N:26]=[C:25]2[NH:29][N:30]=[CH:31][C:24]=12.C(=O)(O)[O-].[Na+]. The catalyst is C(OCC)(=O)C. (5) The reactants are [C:1]([N:18]1[CH2:24][CH2:23][CH2:22][C@H:19]1[CH2:20][OH:21])([O:3][CH2:4][CH:5]1[C:17]2[C:12](=[CH:13][CH:14]=[CH:15][CH:16]=2)[C:11]2[C:6]1=[CH:7][CH:8]=[CH:9][CH:10]=2)=[O:2].[CH3:25][O:26][C:27]1[CH:48]=[CH:47][C:30]([C:31](Cl)([C:40]2[CH:45]=[CH:44][CH:43]=[CH:42][CH:41]=2)[C:32]2[CH:37]=[CH:36][C:35]([O:38][CH3:39])=[CH:34][CH:33]=2)=[CH:29][CH:28]=1.C(Cl)(Cl)Cl.CO. The catalyst is N1C=CC=CC=1. The product is [C:1]([C:31]([C:40]1[CH:45]=[CH:44][CH:43]=[CH:42][CH:41]=1)([C:32]1[CH:37]=[CH:36][C:35]([O:38][CH3:39])=[CH:34][CH:33]=1)[C:30]1[CH:29]=[CH:28][C:27]([O:26][CH3:25])=[CH:48][CH:47]=1)([O:3][CH2:4][CH:5]1[C:6]2[C:11](=[CH:10][CH:9]=[CH:8][CH:7]=2)[C:12]2[C:17]1=[CH:16][CH:15]=[CH:14][CH:13]=2)=[O:2].[NH:18]1[CH2:24][CH2:23][CH2:22][C@H:19]1[CH2:20][OH:21]. The yield is 0.740. (6) The reactants are [CH2:1]([O:8][C:9]1[CH:10]=[CH:11][C:12]2[CH2:13][C@H:14]3[N:26]([CH2:27][CH:28]4[CH2:30][CH2:29]4)[CH2:25][CH2:24][C@:20]45[C:21]=2[C:22]=1[O:23][C@H:19]4[CH2:18][CH2:17][CH2:16][C@@:15]35[OH:31])[C:2]1[CH:7]=[CH:6][CH:5]=[CH:4][CH:3]=1.[CH2:32](Br)[CH:33]=[CH:34][C:35]1[CH:40]=[CH:39][CH:38]=[CH:37][CH:36]=1.[H-].[Na+]. No catalyst specified. The product is [CH2:1]([O:8][C:9]1[CH:10]=[CH:11][C:12]2[CH2:13][C@H:14]3[N:26]([CH2:27][CH:28]4[CH2:30][CH2:29]4)[CH2:25][CH2:24][C@:20]45[C:21]=2[C:22]=1[O:23][C@H:19]4[CH2:18][CH2:17][CH2:16][C@@:15]35[O:31][CH2:32][CH:33]=[CH:34][C:35]1[CH:40]=[CH:39][CH:38]=[CH:37][CH:36]=1)[C:2]1[CH:7]=[CH:6][CH:5]=[CH:4][CH:3]=1. The yield is 0.620. (7) The reactants are Cl.[Cl:2][CH2:3][C:4]1[CH:9]=[CH:8][CH:7]=[CH:6][N:5]=1.C([O-])([O-])=O.[K+].[K+].[CH:16]1[CH:21]=[CH:20][C:19]([P:22]([C:29]2[CH:34]=[CH:33][CH:32]=[CH:31][CH:30]=2)[C:23]2[CH:28]=[CH:27][CH:26]=[CH:25][CH:24]=2)=[CH:18][CH:17]=1. The catalyst is O.O1CCOCC1. The product is [Cl-:2].[N:5]1[CH:6]=[CH:7][CH:8]=[CH:9][C:4]=1[CH2:3][P+:22]([C:23]1[CH:24]=[CH:25][CH:26]=[CH:27][CH:28]=1)([C:29]1[CH:34]=[CH:33][CH:32]=[CH:31][CH:30]=1)[C:19]1[CH:18]=[CH:17][CH:16]=[CH:21][CH:20]=1. The yield is 0.830. (8) The reactants are [F:1][C:2]1[CH:3]=[C:4]([CH:29]=[C:30]([F:32])[CH:31]=1)[CH2:5][C@H:6]1[C@@H:10]([C@H:11]2[CH2:20][C:19]3[C:14](=[CH:15][CH:16]=[CH:17][CH:18]=3)[CH2:13][N:12]2C(OC(C)(C)C)=O)[O:9][C:8](=[O:28])[NH:7]1.C(O)(C(F)(F)F)=O. The catalyst is C(Cl)Cl. The product is [F:1][C:2]1[CH:3]=[C:4]([CH:29]=[C:30]([F:32])[CH:31]=1)[CH2:5][C@H:6]1[C@@H:10]([C@H:11]2[CH2:20][C:19]3[C:14](=[CH:15][CH:16]=[CH:17][CH:18]=3)[CH2:13][NH:12]2)[O:9][C:8](=[O:28])[NH:7]1. The yield is 1.00. (9) The reactants are [C:1]([O:5][C:6]([N:8]1[CH2:12][CH2:11][CH2:10][C@@H:9]1[CH:13]=[CH2:14])=[O:7])([CH3:4])([CH3:3])[CH3:2].B1C2CCCC1CCC2.[OH-:24].[Na+].OO. The catalyst is O1CCCC1.[Cl-].[Na+].O.C(O)C. The product is [OH:24][CH2:14][CH2:13][C@H:9]1[CH2:10][CH2:11][CH2:12][N:8]1[C:6]([O:5][C:1]([CH3:4])([CH3:3])[CH3:2])=[O:7]. The yield is 0.980. (10) The reactants are [ClH:1].Cl.[CH:3]12[CH2:9][CH:6]([CH2:7][CH2:8]1)[NH:5][NH:4]2. The catalyst is CCO.O.[Pt]. The product is [ClH:1].[ClH:1].[C@H:6]1([NH2:5])[CH2:7][CH2:8][C@@H:3]([NH2:4])[CH2:9]1. The yield is 1.00.